Dataset: Peptide-MHC class I binding affinity with 185,985 pairs from IEDB/IMGT. Task: Regression. Given a peptide amino acid sequence and an MHC pseudo amino acid sequence, predict their binding affinity value. This is MHC class I binding data. (1) The peptide sequence is AYSFLPGVY. The MHC is HLA-A23:01 with pseudo-sequence HLA-A23:01. The binding affinity (normalized) is 0.177. (2) The peptide sequence is NVMDPMHGA. The MHC is HLA-A03:01 with pseudo-sequence HLA-A03:01. The binding affinity (normalized) is 0.0847.